The task is: Predict the reaction yield, written as a fraction of the theoretical maximum amount of product (1.0 means a 100% yield; for example, 0.34 means a 34% yield).. This data is from Reaction yield outcomes from USPTO patents with 853,638 reactions. (1) The reactants are [H-].[Na+].[CH:3]1([C@@H:9]([NH:11][C:12]([C:14]2[C:23]3[C:18](=[CH:19][CH:20]=[CH:21][CH:22]=3)[N:17]=[C:16]([C:24]3[CH:29]=[CH:28][CH:27]=[CH:26][CH:25]=3)[C:15]=2[CH2:30][N:31]2[CH2:36][CH2:35][N:34]([C:37]3[CH:42]=CC=CC=3)[C:33](=[O:43])[CH2:32]2)=[O:13])[CH3:10])[CH2:8][CH2:7][CH2:6][CH2:5][CH2:4]1.BrCC[O:47]C1CCCCO1.[Na+].[Cl-:55]. The catalyst is CN(C=O)C.C1COCC1. The product is [ClH:55].[ClH:55].[CH:3]1([C@@H:9]([NH:11][C:12]([C:14]2[C:23]3[C:18](=[CH:19][CH:20]=[CH:21][CH:22]=3)[N:17]=[C:16]([C:24]3[CH:29]=[CH:28][CH:27]=[CH:26][CH:25]=3)[C:15]=2[CH2:30][N:31]2[CH2:36][CH2:35][N:34]([CH2:37][CH2:42][OH:47])[C:33](=[O:43])[CH2:32]2)=[O:13])[CH3:10])[CH2:8][CH2:7][CH2:6][CH2:5][CH2:4]1. The yield is 0.580. (2) The catalyst is [Cl-].[Na+]. The reactants are [CH3:1][CH:2]1[CH2:8][C:7]2[CH:9]=[C:10]3[O:15][CH2:14][O:13][C:11]3=[CH:12][C:6]=2[C:5]([C:16]2[CH:21]=[CH:20][C:19]([N+:22]([O-:24])=[O:23])=[CH:18][CH:17]=2)=[N:4][N:3]1[C:25](=[S:27])[NH2:26].Br[CH2:29][CH2:30][C:31](OCC)=[O:32].CN(C)C=O. The product is [O:32]=[C:31]1[CH2:30][CH2:29][S:27][C:25]([N:3]2[CH:2]([CH3:1])[CH2:8][C:7]3[CH:9]=[C:10]4[O:15][CH2:14][O:13][C:11]4=[CH:12][C:6]=3[C:5]([C:16]3[CH:17]=[CH:18][C:19]([N+:22]([O-:24])=[O:23])=[CH:20][CH:21]=3)=[N:4]2)=[N:26]1. The yield is 0.590.